Dataset: Reaction yield outcomes from USPTO patents with 853,638 reactions. Task: Predict the reaction yield, written as a fraction of the theoretical maximum amount of product (1.0 means a 100% yield; for example, 0.34 means a 34% yield). (1) The yield is 0.212. The catalyst is O1CCCC1. The product is [NH2:14][CH:8]([C:5]1[CH:4]=[CH:3][C:2]([Cl:1])=[CH:7][CH:6]=1)[CH2:9][CH2:10][CH2:11][OH:12]. The reactants are [Cl:1][C:2]1[CH:7]=[CH:6][C:5]([C:8](=[N:14]OC)[CH2:9][CH2:10][C:11](O)=[O:12])=[CH:4][CH:3]=1.B.O1CCCC1.O. (2) The reactants are [Cl:1][C:2]1[CH:7]=[C:6](Cl)[N:5]=[C:4]([C:9]2[S:10][CH:11]=[CH:12][N:13]=2)[CH:3]=1.CN1CC(=O)OB([C:24]2[CH:29]=[CH:28][CH:27]=[CH:26][CH:25]=2)OC(=O)C1.[O-]P([O-])([O-])=O.[K+].[K+].[K+].C1COCC1. The catalyst is CCOC(C)=O.[Cl-].[Na+].O.C1C=CC(P(C2C=CC=CC=2)[C-]2C=CC=C2)=CC=1.C1C=CC(P(C2C=CC=CC=2)[C-]2C=CC=C2)=CC=1.Cl[Pd]Cl.[Fe+2].O. The product is [Cl:1][C:2]1[CH:7]=[C:6]([C:24]2[CH:29]=[CH:28][CH:27]=[CH:26][CH:25]=2)[N:5]=[C:4]([C:9]2[S:10][CH:11]=[CH:12][N:13]=2)[CH:3]=1. The yield is 0.640.